Predict the reactants needed to synthesize the given product. From a dataset of Full USPTO retrosynthesis dataset with 1.9M reactions from patents (1976-2016). (1) Given the product [C:1]([C:5]1[C:6]([OH:15])=[C:7]([CH:11]=[C:12]([CH3:14])[CH:13]=1)[C:8]([NH:19][C:18]1[CH:20]=[CH:21][C:22]([N+:24]([O-:26])=[O:25])=[CH:23][C:17]=1[Cl:16])=[O:10])([CH3:2])([CH3:3])[CH3:4], predict the reactants needed to synthesize it. The reactants are: [C:1]([C:5]1[CH:13]=[C:12]([CH3:14])[CH:11]=[C:7]([C:8]([OH:10])=O)[C:6]=1[OH:15])([CH3:4])([CH3:3])[CH3:2].[Cl:16][C:17]1[CH:23]=[C:22]([N+:24]([O-:26])=[O:25])[CH:21]=[CH:20][C:18]=1[NH2:19]. (2) Given the product [CH:20]([OH:19])=[O:29].[CH3:18][O:19][C:20]1[CH:25]=[CH:24][C:23]([C:2]2[CH:11]=[C:10]3[C:5]([C:6]([N:13]4[CH2:17][CH2:16][CH2:15][CH2:14]4)=[N:7][C:8]([CH3:12])=[N:9]3)=[CH:4][CH:3]=2)=[CH:22][CH:21]=1, predict the reactants needed to synthesize it. The reactants are: Br[C:2]1[CH:11]=[C:10]2[C:5]([C:6]([N:13]3[CH2:17][CH2:16][CH2:15][CH2:14]3)=[N:7][C:8]([CH3:12])=[N:9]2)=[CH:4][CH:3]=1.[CH3:18][O:19][C:20]1[CH:25]=[CH:24][C:23](B(O)O)=[CH:22][CH:21]=1.[O:29]1CCOCC1.C(COC)OC. (3) Given the product [NH2:12][C:6]1[CH:7]=[C:8]([Br:11])[CH:9]=[CH:10][C:5]=1[C:20]([OH:19])([CH3:16])[CH3:13], predict the reactants needed to synthesize it. The reactants are: C(O[C:5]1[CH:10]=[CH:9][C:8]([Br:11])=[CH:7][C:6]=1[NH2:12])(=O)C.[CH3:13][Mg+].[Br-].[CH2:16]1[CH2:20][O:19]CC1. (4) Given the product [C:6]([C:19]([CH:18]=[N:17][OH:26])=[N:15][OH:14])([O:8][C:9]([CH3:10])([CH3:11])[CH3:12])=[O:7], predict the reactants needed to synthesize it. The reactants are: N([C:6]([O:8][C:9]([CH3:12])([CH3:11])[CH3:10])=[O:7])CC(O)=O.O.[OH:14][N:15]1[C:19]2C=CC=C[C:18]=2[N:17]=N1.C(OC(=O)C)(=[O:26])C.F[P-](F)(F)(F)(F)F.N1C2C=CC=C(O[P+](N3CCCC3)(N3CCCC3)N3CCCC3)C=2N=N1.C(N(C(C)C)CC)(C)C.CC(OC(N[C@H](C(O)=O)CC1C=CC(OCC2C(Cl)=CC=CC=2Cl)=CC=1)=O)(C)C.N(C(OC(C)(C)C)=O)[C@@H](C(O)=O)CCC(=O)N.CC(O)=O.